This data is from Reaction yield outcomes from USPTO patents with 853,638 reactions. The task is: Predict the reaction yield, written as a fraction of the theoretical maximum amount of product (1.0 means a 100% yield; for example, 0.34 means a 34% yield). (1) The reactants are [Br-].[PH4+].[H-].[Na+].I[C:6]1[CH:7]=[C:8]([CH:11]=[C:12](OC)[C:13]=1OC)[CH:9]=O.[C:18](OCC)(=O)C.[CH3:24][CH2:25][CH2:26][CH2:27][CH2:28][CH3:29]. The catalyst is C(Cl)Cl. The product is [C:8]1(/[CH:9]=[CH:18]\[C:26]2[CH:25]=[CH:24][CH:29]=[CH:28][CH:27]=2)[CH:11]=[CH:12][CH:13]=[CH:6][CH:7]=1. The yield is 0.390. (2) The reactants are N(C(OC(C)C)=O)=NC(OC(C)C)=O.[Cl:15][C:16]1[CH:21]=[CH:20][C:19]([S:22]([CH:25]([C:34]2[CH:39]=[C:38]([F:40])[CH:37]=[CH:36][C:35]=2[F:41])[C:26]2[CH:31]=[CH:30][C:29]([CH2:32]O)=[CH:28][N:27]=2)(=[O:24])=[O:23])=[CH:18][CH:17]=1.[NH:42]([C:50]([O:52][C:53]([CH3:56])([CH3:55])[CH3:54])=[O:51])[C:43]([O:45][C:46]([CH3:49])([CH3:48])[CH3:47])=[O:44].C1(P(C2C=CC=CC=2)C2C=CC=CC=2)C=CC=CC=1. The catalyst is O1CCCC1.C(OCC)(=O)C.CCCCCC.O. The product is [Cl:15][C:16]1[CH:21]=[CH:20][C:19]([S:22]([CH:25]([C:34]2[CH:39]=[C:38]([F:40])[CH:37]=[CH:36][C:35]=2[F:41])[C:26]2[N:27]=[CH:28][C:29]([CH2:32][N:42]([C:43]([O:45][C:46]([CH3:47])([CH3:48])[CH3:49])=[O:44])[C:50](=[O:51])[O:52][C:53]([CH3:56])([CH3:55])[CH3:54])=[CH:30][CH:31]=2)(=[O:23])=[O:24])=[CH:18][CH:17]=1. The yield is 0.320. (3) The reactants are [CH3:1][O:2][C:3](=[O:12])[C:4]1[CH:9]=[CH:8][CH:7]=C(N)[C:5]=1[Cl:11].[CH3:13][N:14]([CH:16]=O)[CH3:15].C(=O)([O-])[O-].[K+].[K+].CI. The catalyst is O. The product is [CH3:1][O:2][C:3](=[O:12])[C:4]1[CH:9]=[CH:8][CH:7]=[C:16]([N:14]([CH3:13])[CH3:15])[C:5]=1[Cl:11]. The yield is 0.750. (4) The reactants are C([O-])(=O)C.[Na+].Cl.[NH2:7][OH:8].[C:9]1([C:15](=O)[CH2:16][C:17]2[CH:21]=[CH:20][S:19][CH:18]=2)[CH:14]=[CH:13][CH:12]=[CH:11][CH:10]=1. The catalyst is CCO. The product is [C:9]1([C:15](=[N:7][OH:8])[CH2:16][C:17]2[CH:21]=[CH:20][S:19][CH:18]=2)[CH:14]=[CH:13][CH:12]=[CH:11][CH:10]=1. The yield is 0.780. (5) The reactants are P(Cl)(Cl)Cl.[Cl:5][C:6]1[CH:44]=[CH:43][CH:42]=[C:41]([Cl:45])[C:7]=1[C:8]([NH:10][C@H:11]([C:33]([O:35]CCC(C)C)=[O:34])[CH2:12][C:13]1[CH:18]=[CH:17][C:16]([N:19]2[CH2:24][CH2:23][CH:22]([NH:25][C:26]3[CH:31]=[CH:30][CH:29]=[CH:28][N+:27]=3[O-])[CH2:21][CH2:20]2)=[CH:15][CH:14]=1)=[O:9].[OH-].[Na+]. The catalyst is C(Cl)(Cl)Cl. The product is [Cl:5][C:6]1[CH:44]=[CH:43][CH:42]=[C:41]([Cl:45])[C:7]=1[C:8]([NH:10][C@H:11]([C:33]([OH:35])=[O:34])[CH2:12][C:13]1[CH:14]=[CH:15][C:16]([N:19]2[CH2:24][CH2:23][CH:22]([NH:25][C:26]3[CH:31]=[CH:30][CH:29]=[CH:28][N:27]=3)[CH2:21][CH2:20]2)=[CH:17][CH:18]=1)=[O:9]. The yield is 0.300. (6) The reactants are [N+:1]([C:4]1[CH:45]=[CH:44][C:7]([CH2:8][CH:9]([CH2:34][C:35]2[CH:40]=[CH:39][C:38]([N+:41]([O-])=O)=[CH:37][CH:36]=2)[C:10]([O:12][CH2:13][CH2:14][CH2:15][CH2:16][CH2:17][CH2:18][O:19][C:20](=[O:33])[C:21]2[CH:26]=[CH:25][C:24](/[CH:27]=[CH:28]/[C:29]([O:31][CH3:32])=[O:30])=[CH:23][CH:22]=2)=[O:11])=[CH:6][CH:5]=1)([O-])=O. The catalyst is [Zn]. The product is [NH2:1][C:4]1[CH:5]=[CH:6][C:7]([CH2:8][CH:9]([CH2:34][C:35]2[CH:40]=[CH:39][C:38]([NH2:41])=[CH:37][CH:36]=2)[C:10]([O:12][CH2:13][CH2:14][CH2:15][CH2:16][CH2:17][CH2:18][O:19][C:20](=[O:33])[C:21]2[CH:26]=[CH:25][C:24](/[CH:27]=[CH:28]/[C:29]([O:31][CH3:32])=[O:30])=[CH:23][CH:22]=2)=[O:11])=[CH:44][CH:45]=1. The yield is 0.720.